This data is from Full USPTO retrosynthesis dataset with 1.9M reactions from patents (1976-2016). The task is: Predict the reactants needed to synthesize the given product. (1) The reactants are: C([O:8][C:9]1[CH:10]=[C:11]([CH:37]=[CH:38][CH:39]=1)[C:12]([NH:14][C:15]1[CH:16]=[C:17]([CH:33]=[CH:34][C:35]=1[CH3:36])[C:18]([NH:20][C:21]1[CH:26]=[CH:25][CH:24]=[C:23]([N:27]2[CH2:32][CH2:31][O:30][CH2:29][CH2:28]2)[CH:22]=1)=[O:19])=[O:13])C1C=CC=CC=1. Given the product [OH:8][C:9]1[CH:10]=[C:11]([CH:37]=[CH:38][CH:39]=1)[C:12]([NH:14][C:15]1[CH:16]=[C:17]([CH:33]=[CH:34][C:35]=1[CH3:36])[C:18]([NH:20][C:21]1[CH:26]=[CH:25][CH:24]=[C:23]([N:27]2[CH2:28][CH2:29][O:30][CH2:31][CH2:32]2)[CH:22]=1)=[O:19])=[O:13], predict the reactants needed to synthesize it. (2) Given the product [CH2:25]([C:29]1[CH:30]=[CH:31][C:32]([NH:35][S:36]([C:39]2[CH:40]=[C:41]([C:49]([N:63]3[CH2:62][CH2:61][N:60]([C:55]4[CH:56]=[CH:57][CH:58]=[CH:59][C:54]=4[O:53][CH3:52])[CH2:65][CH2:64]3)=[O:51])[C:42]3[O:47][CH2:46][CH2:45][O:44][C:43]=3[CH:48]=2)(=[O:38])=[O:37])=[CH:33][CH:34]=1)[CH2:26][CH2:27][CH3:28], predict the reactants needed to synthesize it. The reactants are: BrC1C=CC(S(=O)(=O)NC2C=CC(CCCC)=CC=2)=CC=1C(O)=O.[CH2:25]([C:29]1[CH:34]=[CH:33][C:32]([NH:35][S:36]([C:39]2[CH:40]=[C:41]([C:49]([OH:51])=O)[C:42]3[O:47][CH2:46][CH2:45][O:44][C:43]=3[CH:48]=2)(=[O:38])=[O:37])=[CH:31][CH:30]=1)[CH2:26][CH2:27][CH3:28].[CH3:52][O:53][C:54]1[CH:59]=[CH:58][CH:57]=[CH:56][C:55]=1[N:60]1[CH2:65][CH2:64][NH:63][CH2:62][CH2:61]1. (3) Given the product [CH2:24]([O:23][C:10]1[CH:9]=[C:8](/[C:5](/[CH3:6])=[N:4]/[O:3][CH3:2])[C:16]2[S:15][C:14]([NH:17][C:18]([NH:20][CH2:21][CH3:22])=[O:19])=[N:13][C:12]=2[CH:11]=1)[C:25]1[CH:26]=[CH:27][CH:28]=[CH:29][CH:30]=1, predict the reactants needed to synthesize it. The reactants are: Cl.[CH3:2][O:3][NH2:4].[C:5]([C:8]1[C:16]2[S:15][C:14]([NH:17][C:18]([NH:20][CH2:21][CH3:22])=[O:19])=[N:13][C:12]=2[CH:11]=[C:10]([O:23][CH2:24][C:25]2[CH:30]=[CH:29][CH:28]=[CH:27][CH:26]=2)[CH:9]=1)(=O)[CH3:6]. (4) Given the product [C:1]1([C:7]2[C:11]([C:12]([F:15])([F:14])[F:13])=[C:10]([C:16]3[O:20][N:19]=[C:18]4[C:21]5[C:26]([CH2:27][CH2:28][C:17]=34)=[CH:25][C:24]([CH2:29][N:30]3[CH2:33][CH:32]([C:34]([OH:36])=[O:35])[CH2:31]3)=[CH:23][CH:22]=5)[O:9][N:8]=2)[CH:2]=[CH:3][CH:4]=[CH:5][CH:6]=1, predict the reactants needed to synthesize it. The reactants are: [C:1]1([C:7]2[C:11]([C:12]([F:15])([F:14])[F:13])=[C:10]([C:16]3[O:20][N:19]=[C:18]4[C:21]5[C:26]([CH2:27][CH2:28][C:17]=34)=[CH:25][C:24]([CH2:29][N:30]3[CH2:33][CH:32]([C:34]([O:36]C(C)(C)C)=[O:35])[CH2:31]3)=[CH:23][CH:22]=5)[O:9][N:8]=2)[CH:6]=[CH:5][CH:4]=[CH:3][CH:2]=1.C(O)(C(F)(F)F)=O. (5) Given the product [O:1]1[CH2:5][CH2:4][O:3][CH:2]1[CH2:6][NH:7][C:8]1[CH:13]=[C:12]([O:14][CH3:15])[CH:11]=[CH:10][C:9]=1[NH2:16], predict the reactants needed to synthesize it. The reactants are: [O:1]1[CH2:5][CH2:4][O:3][CH:2]1[CH2:6][NH:7][C:8]1[CH:13]=[C:12]([O:14][CH3:15])[CH:11]=[CH:10][C:9]=1[N+:16]([O-])=O. (6) Given the product [OH:22][B:19]1[C:18]2[CH:23]=[C:14]([NH:13][S:12]([C:5]3[CH:6]=[CH:7][C:8]([O:10][CH3:11])=[CH:9][C:4]=3[CH2:3][OH:2])(=[O:25])=[O:24])[CH:15]=[CH:16][C:17]=2[CH2:21][O:20]1, predict the reactants needed to synthesize it. The reactants are: C[O:2][C:3](=O)[C:4]1[CH:9]=[C:8]([O:10][CH3:11])[CH:7]=[CH:6][C:5]=1[S:12](=[O:25])(=[O:24])[NH:13][C:14]1[CH:15]=[CH:16][C:17]2[CH2:21][O:20][B:19]([OH:22])[C:18]=2[CH:23]=1.CO.[Li+].[BH4-].Cl. (7) Given the product [Cl:1][C:2]1[C:33]([CH3:34])=[CH:32][C:5]([O:6][CH2:7][CH2:8][CH2:9][C:10]2[C:18]3[C:13](=[C:14]([C:19]4[C:23]([CH3:24])=[N:22][N:21]([CH2:37][CH2:38][N:39]5[CH2:44][CH2:43][O:42][CH2:41][CH2:40]5)[C:20]=4[CH3:25])[CH:15]=[CH:16][CH:17]=3)[N:12]([CH2:26][CH2:27][C:28]([OH:30])=[O:29])[C:11]=2[CH3:31])=[CH:4][C:3]=1[CH3:35], predict the reactants needed to synthesize it. The reactants are: [Cl:1][C:2]1[C:33]([CH3:34])=[CH:32][C:5]([O:6][CH2:7][CH2:8][CH2:9][C:10]2[C:18]3[C:13](=[C:14]([C:19]4[C:20]([CH3:25])=[N:21][NH:22][C:23]=4[CH3:24])[CH:15]=[CH:16][CH:17]=3)[N:12]([CH2:26][CH2:27][C:28]([OH:30])=[O:29])[C:11]=2[CH3:31])=[CH:4][C:3]=1[CH3:35].Cl[CH2:37][CH2:38][N:39]1[CH2:44][CH2:43][O:42][CH2:41][CH2:40]1. (8) Given the product [OH:38][CH2:37][CH2:36][NH:35][C:21](=[O:22])[C:20]1[CH:26]=[CH:27][CH:28]=[C:18]([C:17]2[C:11]3[S:10][C:9]([CH2:8][C:7]4[CH:29]=[CH:30][CH:31]=[C:5]([C:4]([F:3])([F:33])[F:32])[CH:6]=4)=[CH:13][C:12]=3[CH:14]=[CH:15][CH:16]=2)[CH:19]=1, predict the reactants needed to synthesize it. The reactants are: [OH-].[Na+].[F:3][C:4]([F:33])([F:32])[C:5]1[CH:6]=[C:7]([CH:29]=[CH:30][CH:31]=1)[CH2:8][C:9]1[S:10][C:11]2[C:17]([C:18]3[CH:19]=[C:20]([CH:26]=[CH:27][CH:28]=3)[C:21](OCC)=[O:22])=[CH:16][CH:15]=[CH:14][C:12]=2[CH:13]=1.Cl.[NH2:35][CH2:36][CH2:37][OH:38].CCN=C=NCCCN(C)C.C1C=CC2N(O)N=NC=2C=1. (9) The reactants are: [F:1][C:2]1[C:10]2[N:9]=[CH:8][N:7]([CH:11]3[CH2:16][CH2:15][CH2:14][CH2:13][O:12]3)[C:6]=2[CH:5]=[CH:4][C:3]=1[CH:17]=O.CC([O-])=O.[Na+].Cl.[NH2:25][OH:26]. Given the product [F:1][C:2]1[C:10]2[N:9]=[CH:8][N:7]([CH:11]3[CH2:16][CH2:15][CH2:14][CH2:13][O:12]3)[C:6]=2[CH:5]=[CH:4][C:3]=1[CH:17]=[N:25][OH:26], predict the reactants needed to synthesize it. (10) Given the product [F:1][C:2]1[CH:3]=[C:4]([N:8]2[CH2:12][C@H:11]([CH2:13][O:14][C:23](=[O:25])[CH3:24])[O:10][C:9]2=[O:15])[CH:5]=[CH:6][CH:7]=1, predict the reactants needed to synthesize it. The reactants are: [F:1][C:2]1[CH:3]=[C:4]([N:8]2[CH2:12][C@H:11]([CH2:13][OH:14])[O:10][C:9]2=[O:15])[CH:5]=[CH:6][CH:7]=1.C(N(CC)CC)C.[C:23](OC(=O)C)(=[O:25])[CH3:24].C(=O)(O)[O-].[Na+].